This data is from Full USPTO retrosynthesis dataset with 1.9M reactions from patents (1976-2016). The task is: Predict the reactants needed to synthesize the given product. (1) Given the product [Cl:1][C:2]1[CH:3]=[CH:4][C:5]([O:12][C:13]2[C:22]3[C:17](=[CH:18][C:19]([O:25][CH3:26])=[C:20]([O:23][CH3:24])[CH:21]=3)[N:16]=[CH:15][CH:14]=2)=[C:6]([C:8](=[O:11])[CH2:9][CH3:10])[CH:7]=1, predict the reactants needed to synthesize it. The reactants are: [Cl:1][C:2]1[CH:3]=[CH:4][C:5]([O:12][C:13]2[C:22]3[C:17](=[CH:18][C:19]([O:25][CH3:26])=[C:20]([O:23][CH3:24])[CH:21]=3)[N:16]=[CH:15][CH:14]=2)=[C:6]([CH:8]([OH:11])[CH2:9][CH3:10])[CH:7]=1.O. (2) The reactants are: [NH2:1][CH:2]([CH:17]([CH3:19])[CH3:18])[C:3]([NH:5][CH2:6][CH2:7][C:8]1[CH:16]=[CH:15][C:11]2[O:12][CH2:13][O:14][C:10]=2[CH:9]=1)=[O:4].Cl[C:21]1[S:25][N:24]=[C:23]([N:26]2[CH:30]=[CH:29][N:28]=[CH:27]2)[N:22]=1. Given the product [O:12]1[C:11]2[CH:15]=[CH:16][C:8]([CH2:7][CH2:6][NH:5][C:3](=[O:4])[C@H:2]([NH:1][C:21]3[S:25][N:24]=[C:23]([N:26]4[CH:30]=[CH:29][N:28]=[CH:27]4)[N:22]=3)[CH:17]([CH3:19])[CH3:18])=[CH:9][C:10]=2[O:14][CH2:13]1, predict the reactants needed to synthesize it. (3) The reactants are: Br[CH:2]1[CH2:10][CH2:9][C:5]2[S:6][CH:7]=[CH:8][C:4]=2[C:3]1=[O:11].C(=O)([O-])[O-].[Li+].[Li+].[Br-].[Li+]. Given the product [S:6]1[CH:7]=[CH:8][C:4]2[C:3]([OH:11])=[CH:2][CH:10]=[CH:9][C:5]1=2, predict the reactants needed to synthesize it. (4) Given the product [CH2:1]([O:8][C:9]1[CH:25]=[CH:24][CH:23]=[CH:22][C:10]=1[CH2:11][C:12]1[CH:13]=[CH:14][C:15]([C:16]([OH:18])=[O:17])=[CH:20][CH:21]=1)[C:2]1[CH:3]=[CH:4][CH:5]=[CH:6][CH:7]=1, predict the reactants needed to synthesize it. The reactants are: [CH2:1]([O:8][C:9]1[CH:25]=[CH:24][CH:23]=[CH:22][C:10]=1[CH2:11][C:12]1[CH:21]=[CH:20][C:15]([C:16]([O:18]C)=[O:17])=[CH:14][CH:13]=1)[C:2]1[CH:7]=[CH:6][CH:5]=[CH:4][CH:3]=1.[OH-].[Na+].Cl. (5) Given the product [CH:36]([CH:35]1[CH2:34][CH2:33][CH:32]([CH3:39])[CH2:31][CH:30]1[O:29][P:28]1[O:19][C:4]2[C:3]([O:2][CH3:1])=[CH:8][C:7]([CH3:9])=[CH:6][C:5]=2[C:10]2[CH:15]=[C:14]([CH3:16])[CH:13]=[C:12]([CH3:17])[C:11]=2[O:18]1)([CH3:38])[CH3:37], predict the reactants needed to synthesize it. The reactants are: [CH3:1][O:2][C:3]1[CH:8]=[C:7]([CH3:9])[CH:6]=[C:5]([C:10]2[C:11]([OH:18])=[C:12]([CH3:17])[CH:13]=[C:14]([CH3:16])[CH:15]=2)[C:4]=1[OH:19].C(N(CC)CC)C.Cl[P:28](Cl)[O:29][CH:30]1[CH:35]([CH:36]([CH3:38])[CH3:37])[CH2:34][CH2:33][CH:32]([CH3:39])[CH2:31]1.